This data is from Peptide-MHC class I binding affinity with 185,985 pairs from IEDB/IMGT. The task is: Regression. Given a peptide amino acid sequence and an MHC pseudo amino acid sequence, predict their binding affinity value. This is MHC class I binding data. (1) The peptide sequence is IPSSWAFGKF. The MHC is Patr-B1301 with pseudo-sequence Patr-B1301. The binding affinity (normalized) is 0.601. (2) The peptide sequence is KKLNSLDPM. The MHC is H-2-Db with pseudo-sequence H-2-Db. The binding affinity (normalized) is 0.220. (3) The peptide sequence is RLCAYCCNI. The MHC is HLA-A02:06 with pseudo-sequence HLA-A02:06. The binding affinity (normalized) is 0.438. (4) The peptide sequence is VSDGGPNLY. The binding affinity (normalized) is 0.292. The MHC is HLA-A29:02 with pseudo-sequence HLA-A29:02. (5) The peptide sequence is FLRGRAYGL. The MHC is HLA-B39:01 with pseudo-sequence HLA-B39:01. The binding affinity (normalized) is 0.213. (6) The peptide sequence is VLPHLCLDYK. The MHC is H-2-Kb with pseudo-sequence H-2-Kb. The binding affinity (normalized) is 0.0491. (7) The peptide sequence is ITEAELTGY. The MHC is Mamu-A02 with pseudo-sequence Mamu-A02. The binding affinity (normalized) is 1.00. (8) The peptide sequence is ISYDPKFEK. The MHC is HLA-A11:01 with pseudo-sequence HLA-A11:01. The binding affinity (normalized) is 0.573.